Task: Predict the reaction yield, written as a fraction of the theoretical maximum amount of product (1.0 means a 100% yield; for example, 0.34 means a 34% yield).. Dataset: Reaction yield outcomes from USPTO patents with 853,638 reactions The yield is 0.280. The product is [F:1][C:2]1[CH:3]=[C:4]2[C:32]3[N:8]([N:9]([CH3:33])[CH2:10][O:11][C:12]=3[C:13]=1[N:14]1[CH2:19][CH2:18][N:17]([C:20]3[CH:25]=[CH:24][C:23](=[O:26])[N:22]([CH2:27][C:2]4[CH:13]=[CH:12][CH:44]=[C:43]([O:42][CH3:41])[CH:3]=4)[N:21]=3)[CH2:16][CH2:15]1)[CH:7]=[C:6]([C:34]([OH:36])=[O:35])[C:5]2=[O:37]. The reactants are [F:1][C:2]1[CH:3]=[C:4]2[C:32]3[N:8]([N:9]([CH3:33])[CH2:10][O:11][C:12]=3[C:13]=1[N:14]1[CH2:19][CH2:18][N:17]([C:20]3[CH:25]=[CH:24][C:23](=[O:26])[N:22]([CH2:27]C(OC)=O)[N:21]=3)[CH2:16][CH2:15]1)[CH:7]=[C:6]([C:34]([OH:36])=[O:35])[C:5]2=[O:37].CN1[CH2:44][CH2:43][O:42][CH2:41]C1. The catalyst is N1C=CC=CC=1.